Dataset: Forward reaction prediction with 1.9M reactions from USPTO patents (1976-2016). Task: Predict the product of the given reaction. (1) Given the reactants [C:1]([C:3]1[CH:23]=[CH:22][C:6]([CH2:7][C:8]2([OH:21])[CH2:13][CH2:12][N:11](C(OC(C)(C)C)=O)[CH2:10][CH2:9]2)=[CH:5][CH:4]=1)#[N:2].[ClH:24].O1CCOCC1, predict the reaction product. The product is: [ClH:24].[C:1]([C:3]1[CH:4]=[CH:5][C:6]([CH2:7][C:8]2([OH:21])[CH2:9][CH2:10][NH:11][CH2:12][CH2:13]2)=[CH:22][CH:23]=1)#[N:2]. (2) Given the reactants [CH:1]1([N:9]2[C:12](=[O:13])[C:11]([CH3:15])([CH3:14])[NH:10]2)[CH2:8][CH2:7][CH2:6][CH2:5][CH2:4][CH2:3][CH2:2]1.Br[C:17]1[CH:22]=[CH:21][CH:20]=[C:19]([Cl:23])[C:18]=1[Cl:24], predict the reaction product. The product is: [CH:1]1([N:9]2[C:12](=[O:13])[C:11]([CH3:15])([CH3:14])[N:10]2[C:17]2[CH:22]=[CH:21][CH:20]=[C:19]([Cl:23])[C:18]=2[Cl:24])[CH2:8][CH2:7][CH2:6][CH2:5][CH2:4][CH2:3][CH2:2]1. (3) Given the reactants [OH:1][C:2]1[C:3](O)=[C:4]([OH:8])[CH:5]=[CH:6][CH:7]=1.[CH2:10](Br)[C:11]#[CH:12].[C:14](=[O:17])([O-])[O-].[K+].[K+].[CH2:20]1OCCOCCOCCOCCOCCO[CH2:21]1.[CH2:38]1[CH2:42]OC[CH2:39]1, predict the reaction product. The product is: [CH2:10]([O:8][C:4]1[CH:5]=[C:6]([O:17][CH2:14][C:20]#[CH:21])[CH:7]=[C:2]([O:1][CH2:39][C:38]#[CH:42])[CH:3]=1)[C:11]#[CH:12]. (4) Given the reactants [C:1]([O:5][C:6](=[O:30])[NH:7][CH:8]1[CH2:14][O:13][C:12]2[N:15]=[CH:16][C:17]([NH2:19])=[CH:18][C:11]=2[N:10]([S:20]([C:23]2[CH:24]=[C:25]([CH3:29])[CH:26]=[CH:27][CH:28]=2)(=[O:22])=[O:21])[CH2:9]1)([CH3:4])([CH3:3])[CH3:2].[Cl:31][C:32]1[CH:40]=[CH:39][CH:38]=[C:37]([Cl:41])[C:33]=1[C:34](Cl)=[O:35].[OH-].[Na+].O, predict the reaction product. The product is: [C:1]([O:5][C:6](=[O:30])[NH:7][CH:8]1[CH2:14][O:13][C:12]2[N:15]=[CH:16][C:17]([NH:19][C:34](=[O:35])[C:33]3[C:32]([Cl:31])=[CH:40][CH:39]=[CH:38][C:37]=3[Cl:41])=[CH:18][C:11]=2[N:10]([S:20]([C:23]2[CH:24]=[C:25]([CH3:29])[CH:26]=[CH:27][CH:28]=2)(=[O:21])=[O:22])[CH2:9]1)([CH3:4])([CH3:3])[CH3:2]. (5) Given the reactants [CH:1]([N:3]([CH2:16][C:17](=O)[CH3:18])[C:4]1[CH:13]=[CH:12][C:7]([C:8]([O:10][CH3:11])=[O:9])=[CH:6][C:5]=1[O:14][CH3:15])=O.C([O-])(=O)C.[NH4+:24].C(OCC)(=O)C.C(=O)([O-])O.[Na+], predict the reaction product. The product is: [CH3:15][O:14][C:5]1[CH:6]=[C:7]([CH:12]=[CH:13][C:4]=1[N:3]1[CH:16]=[C:17]([CH3:18])[N:24]=[CH:1]1)[C:8]([O:10][CH3:11])=[O:9]. (6) Given the reactants [Cl:1][C:2]1[C:7]([NH:8][S:9]([CH2:12][CH2:13][CH3:14])(=[O:11])=[O:10])=[CH:6][CH:5]=[CH:4][C:3]=1[NH:15][C:16]([C:18]1[CH:19]=[CH:20][CH:21]=[C:22]2[C:27]=1[N:26]=[CH:25][N:24]=[C:23]2[NH:28]CC1C=CC(OC)=CC=1OC)=[O:17], predict the reaction product. The product is: [Cl:1][C:2]1[C:7]([NH:8][S:9]([CH2:12][CH2:13][CH3:14])(=[O:10])=[O:11])=[CH:6][CH:5]=[CH:4][C:3]=1[NH:15][C:16]([C:18]1[CH:19]=[CH:20][CH:21]=[C:22]2[C:27]=1[N:26]=[CH:25][N:24]=[C:23]2[NH2:28])=[O:17].